This data is from Forward reaction prediction with 1.9M reactions from USPTO patents (1976-2016). The task is: Predict the product of the given reaction. (1) Given the reactants [C:1]([O:5][C:6]([C:8]1[C:9]([CH3:25])=[C:10]([C:14]([O:16][CH:17]([CH2:19][CH2:20][CH2:21][CH2:22][CH2:23][CH3:24])[CH3:18])=[O:15])[S:11][C:12]=1[NH2:13])=[O:7])([CH3:4])([CH3:3])[CH3:2].C1CCN2C(=NCCC2)CC1.[CH2:37]([N:45]=[C:46]=[O:47])[CH2:38][CH2:39][CH2:40][CH2:41][CH2:42][CH2:43][CH3:44], predict the reaction product. The product is: [CH3:18][CH:17]([O:16][C:14]([C:10]1[S:11][C:12]([NH:13][C:46]([NH:45][CH2:37][CH2:38][CH2:39][CH2:40][CH2:41][CH2:42][CH2:43][CH3:44])=[O:47])=[C:8]([C:6]([O:5][C:1]([CH3:3])([CH3:2])[CH3:4])=[O:7])[C:9]=1[CH3:25])=[O:15])[CH2:19][CH2:20][CH2:21][CH2:22][CH2:23][CH3:24]. (2) Given the reactants [C:1]1([O:7][S:8](=[O:11])(=[O:10])[NH2:9])[CH:6]=[CH:5]C=CC=1.[CH:12]1(O)[CH2:14][CH2:13]1, predict the reaction product. The product is: [CH:12]1([NH:9][S:8](=[O:11])(=[O:10])[O-:7])[CH2:14][CH2:13]1.[CH:1]1([O:7][S:8](=[O:11])(=[O:10])[NH2:9])[CH2:5][CH2:6]1. (3) Given the reactants C([O:3][C:4]([C:6]1[C:7]([C:12]2[CH:17]=[CH:16][N:15]=[CH:14][CH:13]=2)=[N:8][O:9][C:10]=1[CH3:11])=O)C.[H-].[Al+3].[Li+].[H-].[H-].[H-].O.[OH-].[Na+], predict the reaction product. The product is: [CH3:11][C:10]1[O:9][N:8]=[C:7]([C:12]2[CH:17]=[CH:16][N:15]=[CH:14][CH:13]=2)[C:6]=1[CH2:4][OH:3]. (4) Given the reactants [C:1]([C:3]1([C:16](=[O:25])[NH:17][C:18]2[CH:23]=[CH:22][C:21]([F:24])=[CH:20][N:19]=2)[CH2:8][CH2:7][N:6]([C:9]([O:11][C:12]([CH3:15])([CH3:14])[CH3:13])=[O:10])[CH2:5][CH2:4]1)#[N:2], predict the reaction product. The product is: [NH2:2][CH2:1][C:3]1([C:16](=[O:25])[NH:17][C:18]2[CH:23]=[CH:22][C:21]([F:24])=[CH:20][N:19]=2)[CH2:8][CH2:7][N:6]([C:9]([O:11][C:12]([CH3:13])([CH3:15])[CH3:14])=[O:10])[CH2:5][CH2:4]1. (5) Given the reactants [Br:1][C:2]1[CH:7]=[CH:6][N:5]=[C:4](Cl)[CH:3]=1.[C:9]1([C:15]2([NH2:19])[CH2:18][CH2:17][CH2:16]2)[CH:14]=[CH:13][CH:12]=[CH:11][CH:10]=1.CN1C(=O)CCC1, predict the reaction product. The product is: [Br:1][C:2]1[CH:7]=[CH:6][N:5]=[C:4]([NH:19][C:15]2([C:9]3[CH:14]=[CH:13][CH:12]=[CH:11][CH:10]=3)[CH2:16][CH2:17][CH2:18]2)[CH:3]=1. (6) Given the reactants [CH3:1][C@H:2]([C@@:10]([OH:25])([C:17]1[CH:18]=[CH:19][C:20]([F:24])=[CH:21][C:22]=1[F:23])[CH2:11][N:12]1[N:16]=[CH:15][N:14]=[CH:13]1)[C:3]1[N:8]=[CH:7][N:6]=[CH:5][C:4]=1[F:9].[C@@]12(CS([O-])(=O)=O)C(C)(C)C(CC1)CC2=O.[OH-].[Na+], predict the reaction product. The product is: [CH3:1][C@H:2]([C@@:10]([OH:25])([C:17]1[CH:18]=[CH:19][C:20]([F:24])=[CH:21][C:22]=1[F:23])[CH2:11][N:12]1[N:16]=[CH:15][N:14]=[CH:13]1)[C:3]1[N:8]=[CH:7][N:6]=[CH:5][C:4]=1[F:9]. (7) The product is: [Cl:1][C:2]1[CH:7]=[C:6]([N:16]2[CH2:17][CH2:18][N:13]([CH3:12])[CH2:14][CH2:15]2)[CH:5]=[CH:4][C:3]=1[N+:9]([O-:11])=[O:10]. Given the reactants [Cl:1][C:2]1[CH:7]=[C:6](F)[CH:5]=[CH:4][C:3]=1[N+:9]([O-:11])=[O:10].[CH3:12][N:13]1[CH2:18][CH2:17][NH:16][CH2:15][CH2:14]1.C(=O)([O-])[O-].[K+].[K+], predict the reaction product.